Dataset: Reaction yield outcomes from USPTO patents with 853,638 reactions. Task: Predict the reaction yield, written as a fraction of the theoretical maximum amount of product (1.0 means a 100% yield; for example, 0.34 means a 34% yield). The reactants are [C:1]([O:5][C:6]([NH:8][CH2:9][CH2:10][CH:11]([OH:16])[C:12]([O:14][CH3:15])=[O:13])=[O:7])([CH3:4])([CH3:3])[CH3:2].N1C=CN=C1.[CH3:22][C:23]([Si:26](Cl)([CH3:28])[CH3:27])([CH3:25])[CH3:24]. The catalyst is ClCCl. The product is [C:1]([O:5][C:6]([NH:8][CH2:9][CH2:10][CH:11]([O:16][Si:26]([C:23]([CH3:25])([CH3:24])[CH3:22])([CH3:28])[CH3:27])[C:12]([O:14][CH3:15])=[O:13])=[O:7])([CH3:3])([CH3:4])[CH3:2]. The yield is 0.860.